From a dataset of Forward reaction prediction with 1.9M reactions from USPTO patents (1976-2016). Predict the product of the given reaction. (1) Given the reactants [CH2:1]([O:3][C:4]([C:6]1([C:9]2[CH:14]=[CH:13][C:12]([C:15]3[CH:20]=[CH:19][C:18]([C:21]4[O:25][N:24]=[C:23]([CH3:26])[C:22]=4[NH2:27])=[CH:17][CH:16]=3)=[CH:11][CH:10]=2)[CH2:8][CH2:7]1)=[O:5])[CH3:2].Br[C:29]1[CH:34]=[CH:33][CH:32]=[C:31]([O:35][CH3:36])[N:30]=1, predict the reaction product. The product is: [CH2:1]([O:3][C:4]([C:6]1([C:9]2[CH:10]=[CH:11][C:12]([C:15]3[CH:20]=[CH:19][C:18]([C:21]4[O:25][N:24]=[C:23]([CH3:26])[C:22]=4[NH:27][C:29]4[CH:34]=[CH:33][CH:32]=[C:31]([O:35][CH3:36])[N:30]=4)=[CH:17][CH:16]=3)=[CH:13][CH:14]=2)[CH2:8][CH2:7]1)=[O:5])[CH3:2]. (2) Given the reactants [NH2:1][C:2]1[CH:3]=[CH:4][C:5]([F:18])=[C:6]([C@:8]2([CH3:17])[C:13]([F:15])([F:14])[CH2:12][O:11][C:10]([NH2:16])=[N:9]2)[CH:7]=1.[Cl:19][CH2:20][C:21]1[O:22][CH:23]=[C:24]([C:26](O)=[O:27])[N:25]=1, predict the reaction product. The product is: [NH2:16][C:10]1[O:11][CH2:12][C:13]([F:14])([F:15])[C@:8]([C:6]2[CH:7]=[C:2]([NH:1][C:26]([C:24]3[N:25]=[C:21]([CH2:20][Cl:19])[O:22][CH:23]=3)=[O:27])[CH:3]=[CH:4][C:5]=2[F:18])([CH3:17])[N:9]=1. (3) The product is: [CH2:20]([O:19][C:13](=[O:18])[CH:14]([C:15](=[O:16])[CH3:17])[CH:5]([C:6]1[CH:11]=[CH:10][CH:9]=[CH:8][CH:7]=1)[CH2:4][N+:1]([O-:3])=[O:2])[CH3:21]. Given the reactants [N+:1]([CH:4]=[CH:5][C:6]1[CH:11]=[CH:10][CH:9]=[CH:8][CH:7]=1)([O-:3])=[O:2].[Na].[C:13]([O:19][CH2:20][CH3:21])(=[O:18])[CH2:14][C:15]([CH3:17])=[O:16], predict the reaction product. (4) Given the reactants [CH:1]1([CH2:4][N:5]([CH2:24][CH2:25][CH3:26])[C:6]2[N:11]=[CH:10][N:9]=[C:8]([C:12]([NH:14][C:15]3[CH:20]=[CH:19][C:18]([CH:21]=O)=[CH:17][C:16]=3[CH3:23])=[O:13])[CH:7]=2)[CH2:3][CH2:2]1.Cl.[NH2:28][CH2:29][CH2:30][C:31]([O:33][C:34]([CH3:37])([CH3:36])[CH3:35])=[O:32].C(=O)([O-])[O-].C(O[BH-](OC(=O)C)OC(=O)C)(=O)C, predict the reaction product. The product is: [CH:1]1([CH2:4][N:5]([CH2:24][CH2:25][CH3:26])[C:6]2[N:11]=[CH:10][N:9]=[C:8]([C:12]([NH:14][C:15]3[CH:20]=[CH:19][C:18]([CH2:21][NH:28][CH2:29][CH2:30][C:31]([O:33][C:34]([CH3:37])([CH3:36])[CH3:35])=[O:32])=[CH:17][C:16]=3[CH3:23])=[O:13])[CH:7]=2)[CH2:3][CH2:2]1. (5) Given the reactants [CH3:1][C:2]1[C:10]([CH3:11])=[CH:9][C:5]2[N:6]=[CH:7][NH:8][C:4]=2[CH:3]=1.[H-].[Na+].[CH:14]([N:17]([CH:21]([CH3:23])[CH3:22])[C:18](Cl)=[O:19])([CH3:16])[CH3:15].[Li]CCCC.[C:29]([P:33]([C:35]([CH3:38])([CH3:37])[CH3:36])Cl)([CH3:32])([CH3:31])[CH3:30], predict the reaction product. The product is: [C:29]([P:33]([C:35]([CH3:38])([CH3:37])[CH3:36])[C:7]1[N:8]([C:18]([N:17]([CH:21]([CH3:23])[CH3:22])[CH:14]([CH3:16])[CH3:15])=[O:19])[C:4]2[CH:3]=[C:2]([CH3:1])[C:10]([CH3:11])=[CH:9][C:5]=2[N:6]=1)([CH3:32])([CH3:31])[CH3:30]. (6) Given the reactants [Br:1][C:2]1[CH:3]=[C:4]([C:9](C#N)([CH3:15])[C:10]([O:12]CC)=[O:11])[CH:5]=[C:6]([Cl:8])[CH:7]=1.Cl, predict the reaction product. The product is: [Br:1][C:2]1[CH:3]=[C:4]([CH:9]([CH3:15])[C:10]([OH:12])=[O:11])[CH:5]=[C:6]([Cl:8])[CH:7]=1. (7) Given the reactants O1[CH:5]=[CH:4][CH:3]=[CH:2]1.[NH2:6][C:7]1[CH:12]=[C:11]([N+:13]([O-:15])=[O:14])[CH:10]=[CH:9][C:8]=1[OH:16].C(O)(=O)C, predict the reaction product. The product is: [N+:13]([C:11]1[CH:10]=[CH:9][C:8]([OH:16])=[C:7]([N:6]2[CH:5]=[CH:4][CH:3]=[CH:2]2)[CH:12]=1)([O-:15])=[O:14]. (8) Given the reactants C[C:12]1[CH2:11][CH2:10]C([C@@](O)([CH2:10][CH2:11][CH:12]=[C:13]([CH3:15])C)C)[CH2:15][CH:13]=1.[CH3:17][O:18][C:19]([C:21]1[CH:27]=[CH:26][C:24](O)=[CH:23][CH:22]=1)=[O:20].C(OC(C1C=CC(O)=CC=1)=O)C.C(OC(C1C=CC(O)=CC=1)=O)(C)C.C(OC(C1C=CC(O)=CC=1)=O)C(C)C.C(OC(C1C=CC(O)=CC=1)=O)CCC.CCCCCCCCCCCCCCCCCC[O:99][CH2:100][CH2:101][OH:102], predict the reaction product. The product is: [CH3:15][CH2:13][CH2:12][CH2:11][CH2:10][CH2:22][CH2:23][CH2:24][CH2:26][CH2:27][CH2:21][C:19]([O:18][CH2:17][CH:101]([OH:102])[CH2:100][OH:99])=[O:20].